Dataset: Catalyst prediction with 721,799 reactions and 888 catalyst types from USPTO. Task: Predict which catalyst facilitates the given reaction. (1) Reactant: [CH3:1][N:2]1[C:6]2[CH:7]=[CH:8][CH:9]=[CH:10][C:5]=2[N:4]=[C:3]1[C:11]1[CH:12]=[C:13]([N:17]2[CH2:22][CH2:21][N:20]([C:23]([CH:25]3[CH2:30][O:29][CH2:28][CH2:27][N:26]3[CH3:31])=O)[CH2:19][CH2:18]2)[CH:14]=[CH:15][CH:16]=1.[H-].[Al+3].[Li+].[H-].[H-].[H-]. Product: [CH3:1][N:2]1[C:6]2[CH:7]=[CH:8][CH:9]=[CH:10][C:5]=2[N:4]=[C:3]1[C:11]1[CH:16]=[CH:15][CH:14]=[C:13]([N:17]2[CH2:18][CH2:19][N:20]([CH2:23][CH:25]3[CH2:30][O:29][CH2:28][CH2:27][N:26]3[CH3:31])[CH2:21][CH2:22]2)[CH:12]=1. The catalyst class is: 1. (2) Reactant: [CH3:1][C:2]1[CH:7]=[CH:6][C:5]([NH:8][C:9]([C:11]2[CH:16]=[CH:15][C:14]([CH2:17][N:18]3[CH2:23][CH2:22][N:21]([CH3:24])[CH2:20][CH2:19]3)=[CH:13][CH:12]=2)=[O:10])=[CH:4][C:3]=1[NH:25][C:26]1[N:31]=[C:30]([C:32]2[CH:37]=[CH:36][CH:35]=[N:34][CH:33]=2)[CH:29]=[CH:28][N:27]=1.CO.ClCCl.[CH3:43][S:44]([OH:47])(=[O:46])=[O:45]. Product: [CH3:1][C:2]1[CH:7]=[CH:6][C:5]([NH:8][C:9]([C:11]2[CH:12]=[CH:13][C:14]([CH2:17][N:18]3[CH2:19][CH2:20][N:21]([CH3:24])[CH2:22][CH2:23]3)=[CH:15][CH:16]=2)=[O:10])=[CH:4][C:3]=1[NH:25][C:26]1[N:27]=[CH:28][CH:29]=[C:30]([C:32]2[CH:37]=[CH:36][CH:35]=[N:34][CH:33]=2)[N:31]=1.[CH3:43][S:44]([OH:47])(=[O:46])=[O:45]. The catalyst class is: 6. (3) Reactant: C1(P(C2C=CC=CC=2)C2C=CC=CC=2)C=CC=CC=1.[F:20][C:21]1[CH:26]=[C:25]([OH:27])[CH:24]=[C:23]([F:28])[C:22]=1[C:29]1[N:34]=[C:33]([C:35]([O:37][CH3:38])=[O:36])[CH:32]=[CH:31][C:30]=1[F:39].O[CH2:41][CH2:42][N:43]1[CH2:47][CH2:46][CH2:45][C:44]1=[O:48].CC(OC(/N=N/C(OC(C)C)=O)=O)C. Product: [F:20][C:21]1[CH:26]=[C:25]([O:27][CH2:41][CH2:42][N:43]2[CH2:47][CH2:46][CH2:45][C:44]2=[O:48])[CH:24]=[C:23]([F:28])[C:22]=1[C:29]1[N:34]=[C:33]([C:35]([O:37][CH3:38])=[O:36])[CH:32]=[CH:31][C:30]=1[F:39]. The catalyst class is: 1. (4) Reactant: [Cl:1][C:2]1[CH:10]=[C:9]([F:11])[C:8]([N+:12]([O-:14])=[O:13])=[CH:7][C:3]=1[C:4](Cl)=[O:5].[CH:15]1([NH2:18])[CH2:17][CH2:16]1.C(N(CC)CC)C. Product: [Cl:1][C:2]1[CH:10]=[C:9]([F:11])[C:8]([N+:12]([O-:14])=[O:13])=[CH:7][C:3]=1[C:4]([NH:18][CH:15]1[CH2:17][CH2:16]1)=[O:5]. The catalyst class is: 4. (5) Reactant: [NH2:1][C:2]1[CH:7]=[CH:6][C:5]([OH:8])=[CH:4][CH:3]=1.C(=O)([O-])[O-].[Cs+].[Cs+].CS(C)=O.Cl[C:20]1[C:25]([C:26]2[CH:31]=[CH:30][N:29]=[C:28]([NH2:32])[N:27]=2)=[CH:24][CH:23]=[CH:22][N:21]=1. Product: [NH2:1][C:2]1[CH:7]=[CH:6][C:5]([O:8][C:20]2[C:25]([C:26]3[CH:31]=[CH:30][N:29]=[C:28]([NH2:32])[N:27]=3)=[CH:24][CH:23]=[CH:22][N:21]=2)=[CH:4][CH:3]=1. The catalyst class is: 6. (6) Reactant: [CH:1]([O:4][C:5]1[CH:10]=[CH:9][C:8]([C:11]2[C:12]([C:17]([OH:19])=O)=[CH:13][CH:14]=[CH:15][CH:16]=2)=[CH:7][CH:6]=1)([CH3:3])[CH3:2].C(Cl)(=O)C(Cl)=O.CN(C=O)C.[NH2:31][C:32]1[CH:37]=[CH:36][C:35]([CH2:38][C:39]([O:41][CH2:42][C@@:43]2([C:54]([O:56][CH2:57][CH3:58])=[O:55])[C:51]3[C:46](=[CH:47][CH:48]=[CH:49][CH:50]=3)[C:45](=[O:52])[N:44]2[CH3:53])=[O:40])=[CH:34][C:33]=1[C:59](=[O:63])[N:60]([CH3:62])[CH3:61].CCN(C(C)C)C(C)C. Product: [CH3:62][N:60]([CH3:61])[C:59]([C:33]1[CH:34]=[C:35]([CH2:38][C:39]([O:41][CH2:42][C@@:43]2([C:54]([O:56][CH2:57][CH3:58])=[O:55])[C:51]3[C:46](=[CH:47][CH:48]=[CH:49][CH:50]=3)[C:45](=[O:52])[N:44]2[CH3:53])=[O:40])[CH:36]=[CH:37][C:32]=1[NH:31][C:17]([C:12]1[CH:13]=[CH:14][CH:15]=[CH:16][C:11]=1[C:8]1[CH:7]=[CH:6][C:5]([O:4][CH:1]([CH3:2])[CH3:3])=[CH:10][CH:9]=1)=[O:19])=[O:63]. The catalyst class is: 2. (7) Reactant: [CH2:1]([N:3]1[C:7]2=[N:8][C:9]([CH2:50][CH3:51])=[C:10]([CH2:19][NH:20][C:21]([C:23]3[CH:28]=[C:27]([CH3:29])[CH:26]=[C:25]([C:30]([NH:32][CH2:33][C:34]4[CH:35]=[C:36]([C:42]5[CH:47]=[CH:46][CH:45]=[C:44]([CH:48]=O)[CH:43]=5)[C:37]([O:40][CH3:41])=[CH:38][CH:39]=4)=[O:31])[CH:24]=3)=[O:22])[C:11]([NH:12][CH:13]3[CH2:18][CH2:17][O:16][CH2:15][CH2:14]3)=[C:6]2[CH:5]=[N:4]1)[CH3:2].[NH:52]1[CH2:57][CH2:56][NH:55][CH2:54][CH2:53]1.C(O)(=O)C. Product: [CH2:1]([N:3]1[C:7]2=[N:8][C:9]([CH2:50][CH3:51])=[C:10]([CH2:19][NH:20][C:21]([C:23]3[CH:28]=[C:27]([CH3:29])[CH:26]=[C:25]([C:30]([NH:32][CH2:33][C:34]4[CH:35]=[C:36]([C:42]5[CH:47]=[CH:46][CH:45]=[C:44]([CH2:48][N:52]6[CH2:57][CH2:56][NH:55][CH2:54][CH2:53]6)[CH:43]=5)[C:37]([O:40][CH3:41])=[CH:38][CH:39]=4)=[O:31])[CH:24]=3)=[O:22])[C:11]([NH:12][CH:13]3[CH2:18][CH2:17][O:16][CH2:15][CH2:14]3)=[C:6]2[CH:5]=[N:4]1)[CH3:2]. The catalyst class is: 16.